Dataset: Forward reaction prediction with 1.9M reactions from USPTO patents (1976-2016). Task: Predict the product of the given reaction. (1) Given the reactants [C:1]([O:4][C:5]([CH3:17])([CH2:8][CH2:9][CH2:10][C:11]([O:15][CH3:16])([CH3:14])[CH2:12][CH3:13])[C:6]#[CH:7])(=[O:3])[CH3:2].C(SCCO)CSCCO.[H][H], predict the reaction product. The product is: [C:1]([O:4][C:5]([CH3:17])([CH2:8][CH2:9][CH2:10][C:11]([O:15][CH3:16])([CH3:14])[CH2:12][CH3:13])[CH:6]=[CH2:7])(=[O:3])[CH3:2]. (2) Given the reactants [C:1]([Si:5]([CH3:21])([CH3:20])[O:6][CH:7]1[CH2:12][CH2:11][C:10](=[N:13][S:14]([C:16]([CH3:19])([CH3:18])[CH3:17])=[O:15])[CH2:9][CH2:8]1)([CH3:4])([CH3:3])[CH3:2].[CH:22]1([Mg]Br)[CH2:24][CH2:23]1, predict the reaction product. The product is: [C:1]([Si:5]([CH3:21])([CH3:20])[O:6][CH:7]1[CH2:8][CH2:9][C:10]([NH:13][S:14]([C:16]([CH3:19])([CH3:18])[CH3:17])=[O:15])([CH:22]2[CH2:24][CH2:23]2)[CH2:11][CH2:12]1)([CH3:4])([CH3:3])[CH3:2]. (3) The product is: [C:1]([C:3](=[N:8][O:9][CH2:10][CH2:11][CH3:12])[C:4]([O:6][CH3:7])=[O:5])#[N:2]. Given the reactants [C:1]([C:3](=[N:8][OH:9])[C:4]([O:6][CH3:7])=[O:5])#[N:2].[CH3:10][CH2:11][CH2:12]Br.C(=O)([O-])[O-].[K+].[K+].CN(C=O)C, predict the reaction product. (4) The product is: [O:49]1[CH2:54][CH2:53][CH:52]([CH2:55][NH:56][C:15]([C:12]2[CH:11]=[C:10]([CH2:9][O:8][CH2:7][C:6]3[CH:5]=[CH:4][C:3]([C:1]#[N:2])=[CH:19][CH:18]=3)[O:14][N:13]=2)=[O:17])[CH2:51][CH2:50]1. Given the reactants [C:1]([C:3]1[CH:19]=[CH:18][C:6]([CH2:7][O:8][CH2:9][C:10]2[O:14][N:13]=[C:12]([C:15]([OH:17])=O)[CH:11]=2)=[CH:5][CH:4]=1)#[N:2].C(N(CC)CC)C.Cl.C(N=C=NCCCN(C)C)C.ON1C2C=CC=CC=2N=N1.[O:49]1[CH2:54][CH2:53][CH:52]([CH2:55][NH2:56])[CH2:51][CH2:50]1, predict the reaction product. (5) Given the reactants [Cl:1][C:2]1[CH:3]=[C:4]([CH:8]([NH:16][C:17](=[O:23])[O:18][C:19]([CH3:22])([CH3:21])[CH3:20])[C:9]2[CH:13]=[C:12]([CH:14]=[O:15])[S:11][CH:10]=2)[CH:5]=[CH:6][CH:7]=1.[H-].[Na+].[CH3:26]I.O, predict the reaction product. The product is: [Cl:1][C:2]1[CH:3]=[C:4]([CH:8]([N:16]([CH3:26])[C:17](=[O:23])[O:18][C:19]([CH3:20])([CH3:22])[CH3:21])[C:9]2[CH:13]=[C:12]([CH:14]=[O:15])[S:11][CH:10]=2)[CH:5]=[CH:6][CH:7]=1. (6) Given the reactants [Br-].O=[C:3]([C:38]1[CH:39]=[CH:40][C:41]2[O:46][CH2:45][C:44](=[O:47])[NH:43][C:42]=2[CH:48]=1)[CH:4]([S:11][C:12]1[C:17]([CH2:18][P+](C2C=CC=CC=2)(C2C=CC=CC=2)C2C=CC=CC=2)=[CH:16][CH:15]=[CH:14][N:13]=1)[C:5]1[CH:10]=[CH:9][CH:8]=[CH:7][CH:6]=1.C[O-].[Na+], predict the reaction product. The product is: [C:5]1([CH:4]2[S:11][C:12]3=[N:13][CH:14]=[CH:15][CH:16]=[C:17]3[CH:18]=[C:3]2[C:38]2[CH:39]=[CH:40][C:41]3[O:46][CH2:45][C:44](=[O:47])[NH:43][C:42]=3[CH:48]=2)[CH:10]=[CH:9][CH:8]=[CH:7][CH:6]=1. (7) Given the reactants [CH3:1][O:2][C:3]([C:5]1[CH:6]=[CH:7][C:8]([N+:25]([O-])=O)=[C:9]([NH:11][CH2:12][C@@H:13]2[CH2:17][CH2:16][N:15]([C:18]([O:20][C:21]([CH3:24])([CH3:23])[CH3:22])=[O:19])[CH2:14]2)[CH:10]=1)=[O:4].[H][H], predict the reaction product. The product is: [NH2:25][C:8]1[CH:7]=[CH:6][C:5]([C:3]([O:2][CH3:1])=[O:4])=[CH:10][C:9]=1[NH:11][CH2:12][C@@H:13]1[CH2:17][CH2:16][N:15]([C:18]([O:20][C:21]([CH3:24])([CH3:23])[CH3:22])=[O:19])[CH2:14]1.